Dataset: Reaction yield outcomes from USPTO patents with 853,638 reactions. Task: Predict the reaction yield, written as a fraction of the theoretical maximum amount of product (1.0 means a 100% yield; for example, 0.34 means a 34% yield). (1) The catalyst is C1COCC1.CCOC(C)=O. The reactants are [F-].C([N+](CCCC)(CCCC)CCCC)CCC.[CH:19]1([C:25]2[C:33]3[C:28](=[CH:29][C:30]([C:34]([O:36][CH3:37])=[O:35])=[CH:31][CH:32]=3)[N:27]([CH2:38][C:39]#[CH:40])[C:26]=2[C:41]2[CH:46]=[CH:45][C:44]([O:47][CH3:48])=[CH:43][C:42]=2[CH2:49][O:50][Si](C(C)C)(C(C)C)C(C)C)[CH2:24][CH2:23][CH2:22][CH2:21][CH2:20]1. The yield is 0.640. The product is [CH:19]1([C:25]2[C:33]3[C:28](=[CH:29][C:30]([C:34]([O:36][CH3:37])=[O:35])=[CH:31][CH:32]=3)[N:27]([CH2:38][C:39]#[CH:40])[C:26]=2[C:41]2[CH:46]=[CH:45][C:44]([O:47][CH3:48])=[CH:43][C:42]=2[CH2:49][OH:50])[CH2:24][CH2:23][CH2:22][CH2:21][CH2:20]1. (2) The reactants are [OH:1][C:2]1[CH:9]=[C:8]([CH3:10])[CH:7]=[CH:6][C:3]=1[C:4]#[N:5].[C:11](OC(=O)C)(=[O:13])[CH3:12].C(N(CC)CC)C. The catalyst is C(Cl)Cl. The product is [C:11]([O:1][C:2]1[CH:9]=[C:8]([CH3:10])[CH:7]=[CH:6][C:3]=1[C:4]#[N:5])(=[O:13])[CH3:12]. The yield is 0.970. (3) The reactants are [C:1]([C:3]1[C:4]([NH2:9])=[N:5][CH:6]=[CH:7][CH:8]=1)#[CH:2].[Br:10][C:11]1[CH:16]=[CH:15][C:14]([CH2:17][C:18](Cl)=[N:19][OH:20])=[CH:13][CH:12]=1.C(N(CC)CC)C. The catalyst is O1CCCC1. The product is [Br:10][C:11]1[CH:12]=[CH:13][C:14]([CH2:17][C:18]2[CH:2]=[C:1]([C:3]3[C:4]([NH2:9])=[N:5][CH:6]=[CH:7][CH:8]=3)[O:20][N:19]=2)=[CH:15][CH:16]=1. The yield is 0.240. (4) The reactants are [CH:1]1([C:4]2[CH:8]=[CH:7][N:6]([CH2:9][C:10]([O:12]CC)=[O:11])[N:5]=2)[CH2:3][CH2:2]1.[CH]Cl.CCOC(C)=O. The catalyst is O. The product is [CH:1]1([C:4]2[CH:8]=[CH:7][N:6]([CH2:9][C:10]([OH:12])=[O:11])[N:5]=2)[CH2:2][CH2:3]1. The yield is 0.830. (5) The reactants are Cl[C:2]1[CH:3]=[CH:4][C:5]2[N:6]([C:8]([CH:11]([C:13]3[CH:14]=[C:15]4[C:20](=[CH:21][C:22]=3[F:23])[N:19]=[CH:18][CH:17]=[CH:16]4)[CH3:12])=[CH:9][N:10]=2)[N:7]=1.C([Sn](CCCC)(CCCC)[C:29]([O:31]CC)=[CH2:30])CCC.Cl.O. The catalyst is CN(C=O)C.C1C=CC([P]([Pd]([P](C2C=CC=CC=2)(C2C=CC=CC=2)C2C=CC=CC=2)([P](C2C=CC=CC=2)(C2C=CC=CC=2)C2C=CC=CC=2)[P](C2C=CC=CC=2)(C2C=CC=CC=2)C2C=CC=CC=2)(C2C=CC=CC=2)C2C=CC=CC=2)=CC=1. The yield is 0.900. The product is [F:23][C:22]1[CH:21]=[C:20]2[C:15]([CH:16]=[CH:17][CH:18]=[N:19]2)=[CH:14][C:13]=1[CH:11]([C:8]1[N:6]2[N:7]=[C:2]([C:29](=[O:31])[CH3:30])[CH:3]=[CH:4][C:5]2=[N:10][CH:9]=1)[CH3:12]. (6) The reactants are [CH2:1]([C:3]1[CH:4]=[C:5]2[C:9](=[CH:10][C:11]=1[N+:12]([O-])=O)[NH:8][CH:7]=[CH:6]2)[CH3:2]. The catalyst is [Ni]. The product is [CH2:1]([C:3]1[CH:4]=[C:5]2[C:9](=[CH:10][C:11]=1[NH2:12])[NH:8][CH:7]=[CH:6]2)[CH3:2]. The yield is 0.480. (7) The reactants are [F:1][C:2]([F:10])([F:9])[CH:3](O)[CH2:4][N+:5]([O-:7])=[O:6].C(Cl)(=O)C.[CH2:15]([O:17][C:18]([N:20]1[CH2:25][CH2:24][NH:23][CH2:22][CH2:21]1)=[O:19])[CH3:16]. The catalyst is ClCCl. The product is [CH2:15]([O:17][C:18]([N:20]1[CH2:21][CH2:22][N:23]([CH:3]([CH2:4][N+:5]([O-:7])=[O:6])[C:2]([F:10])([F:9])[F:1])[CH2:24][CH2:25]1)=[O:19])[CH3:16]. The yield is 0.711. (8) The catalyst is C(#N)C.[Cu]I. The yield is 0.490. The product is [Cl:22][C:16]1[CH:17]=[CH:18][C:19]([N:27]2[CH2:28][CH2:29][O:25][C:26]2=[O:30])=[CH:20][C:15]=1[CH:10]1[CH2:9][C:8]([CH3:24])([CH3:23])[C:7]2[C:12](=[CH:13][CH:14]=[C:5]([C:3]([OH:2])=[O:4])[CH:6]=2)[NH:11]1. The reactants are C[O:2][C:3]([C:5]1[CH:6]=[C:7]2[C:12](=[CH:13][CH:14]=1)[NH:11][CH:10]([C:15]1[CH:20]=[C:19](Br)[CH:18]=[CH:17][C:16]=1[Cl:22])[CH2:9][C:8]2([CH3:24])[CH3:23])=[O:4].[O:25]1[CH2:29][CH2:28][NH:27][C:26]1=[O:30].CNCCNC.C(=O)([O-])[O-].[K+].[K+]. (9) The reactants are [N:1]1[CH:6]=[CH:5][CH:4]=[CH:3][C:2]=1[N:7]1[CH2:12][CH2:11][NH:10][CH2:9][CH2:8]1.[Cl:13][C:14]1[CH:15]=[C:16]([NH:20][C:21](=[O:24])[CH2:22]Cl)[CH:17]=[CH:18][CH:19]=1.C(=O)([O-])[O-].[Na+].[Na+]. The catalyst is CN(C)C=O.O. The product is [Cl:13][C:14]1[CH:15]=[C:16]([NH:20][C:21](=[O:24])[CH2:22][N:10]2[CH2:9][CH2:8][N:7]([C:2]3[CH:3]=[CH:4][CH:5]=[CH:6][N:1]=3)[CH2:12][CH2:11]2)[CH:17]=[CH:18][CH:19]=1. The yield is 0.320. (10) The reactants are [Cl:1][C:2]1[CH:24]=[CH:23][C:5]([CH2:6][N:7]2[C:12](=[O:13])[C:11](Br)=[N:10][N:9]([C:15]3[CH:20]=[CH:19][CH:18]=[CH:17][C:16]=3[OH:21])[C:8]2=[O:22])=[CH:4][CH:3]=1.[CH3:25][O-:26].[Na+]. The catalyst is CN(C=O)C. The product is [Cl:1][C:2]1[CH:24]=[CH:23][C:5]([CH2:6][N:7]2[C:12](=[O:13])[C:11]([O:26][CH3:25])=[N:10][N:9]([C:15]3[CH:20]=[CH:19][CH:18]=[CH:17][C:16]=3[OH:21])[C:8]2=[O:22])=[CH:4][CH:3]=1. The yield is 0.260.